Dataset: Reaction yield outcomes from USPTO patents with 853,638 reactions. Task: Predict the reaction yield, written as a fraction of the theoretical maximum amount of product (1.0 means a 100% yield; for example, 0.34 means a 34% yield). The reactants are [F:1][C:2]1[CH:3]=[C:4]([CH:7]=[C:8]([OH:11])[C:9]=1[OH:10])[CH:5]=[O:6].[C:12]([O-])([O-])=O.[Cs+].[Cs+].O. The catalyst is CN(C=O)C. The product is [F:1][C:2]1[C:9]2[O:10][CH2:12][O:11][C:8]=2[CH:7]=[C:4]([CH:5]=[O:6])[CH:3]=1. The yield is 0.490.